From a dataset of Catalyst prediction with 721,799 reactions and 888 catalyst types from USPTO. Predict which catalyst facilitates the given reaction. (1) Reactant: [H-].[Na+].[CH3:3][O:4][C:5](=[O:14])[CH2:6][C:7]1[CH:12]=[CH:11][C:10]([Br:13])=[CH:9][N:8]=1.[Cl:15][CH2:16][CH2:17][CH2:18]Br.O. Product: [CH3:3][O:4][C:5](=[O:14])[CH:6]([C:7]1[CH:12]=[CH:11][C:10]([Br:13])=[CH:9][N:8]=1)[CH2:18][CH2:17][CH2:16][Cl:15]. The catalyst class is: 3. (2) Reactant: [F:1][CH:2]([F:5])[CH2:3]Cl.[CH2:6]([NH2:13])[C:7]1[CH:12]=[CH:11][CH:10]=[CH:9][CH:8]=1.[Br-].[K+].C(N(CC)CC)C.Cl. Product: [CH2:6]([NH:13][CH2:3][CH:2]([F:5])[F:1])[C:7]1[CH:12]=[CH:11][CH:10]=[CH:9][CH:8]=1. The catalyst class is: 60. (3) Reactant: [CH3:1][O:2][C:3]1[CH:4]=[C:5]([CH:39]=[CH:40][C:41]=1[O:42][CH3:43])[C:6]([N:8]1[C:17]2[C:12](=[CH:13][CH:14]=[CH:15][CH:16]=2)[CH:11]([N:18]2[C:27]3[C:22](=[CH:23][C:24]([O:28][CH2:29][CH2:30][CH2:31][CH2:32][C:33]([O:35]CC)=[O:34])=[CH:25][CH:26]=3)[CH2:21][CH2:20][CH2:19]2)[CH2:10][CH:9]1[CH3:38])=[O:7].C(O)C.O.[OH-].[Li+].Cl. Product: [CH3:1][O:2][C:3]1[CH:4]=[C:5]([CH:39]=[CH:40][C:41]=1[O:42][CH3:43])[C:6]([N:8]1[C:17]2[C:12](=[CH:13][CH:14]=[CH:15][CH:16]=2)[CH:11]([N:18]2[C:27]3[C:22](=[CH:23][C:24]([O:28][CH2:29][CH2:30][CH2:31][CH2:32][C:33]([OH:35])=[O:34])=[CH:25][CH:26]=3)[CH2:21][CH2:20][CH2:19]2)[CH2:10][CH:9]1[CH3:38])=[O:7]. The catalyst class is: 20. (4) Reactant: F[B-](F)(F)F.[C:6](=[NH:11])([O:8][CH2:9][CH3:10])[NH2:7].[CH2:12]([CH:19]([C:25](=O)[CH3:26])[C:20](OCC)=[O:21])[C:13]1[CH:18]=[CH:17][CH:16]=[CH:15][CH:14]=1.C[O-].[Na+]. Product: [CH2:12]([C:19]1[C:20](=[O:21])[NH:11][C:6]([O:8][CH2:9][CH3:10])=[N:7][C:25]=1[CH3:26])[C:13]1[CH:18]=[CH:17][CH:16]=[CH:15][CH:14]=1. The catalyst class is: 5.